Dataset: Reaction yield outcomes from USPTO patents with 853,638 reactions. Task: Predict the reaction yield, written as a fraction of the theoretical maximum amount of product (1.0 means a 100% yield; for example, 0.34 means a 34% yield). (1) The yield is 0.950. The catalyst is CN(C1C=CN=CC=1)C.C([O-])(O)=O.[Na+]. The reactants are [OH:1][C@@:2]1([CH2:21]O)[CH2:7][CH2:6][CH2:5][C@@:4]([CH2:9][N:10]2[C:14]3[CH:15]=[C:16]([C:19]#[N:20])[CH:17]=[CH:18][C:13]=3[N:12]=[CH:11]2)([CH3:8])[CH2:3]1.C(Cl)Cl.C(N(CC)CC)C.C([O-])([O-])=O.[K+].[K+]. The product is [CH3:8][C@:4]1([CH2:9][N:10]2[C:14]3[CH:15]=[C:16]([C:19]#[N:20])[CH:17]=[CH:18][C:13]=3[N:12]=[CH:11]2)[CH2:5][CH2:6][CH2:7][C@:2]2([O:1][CH2:21]2)[CH2:3]1. (2) The reactants are [CH2:1]([C:3]1[O:4][C:5]2[CH:11]=[C:10]([C:12]([O:14][CH2:15][CH3:16])=[O:13])[CH:9]=[C:8]([OH:17])[C:6]=2[CH:7]=1)[CH3:2].[CH3:18][S:19]([C:22]1[CH:27]=[CH:26][C:25](F)=[CH:24][CH:23]=1)(=[O:21])=[O:20].C([O-])([O-])=O.[Cs+].[Cs+].O. The catalyst is CN(C=O)C. The product is [CH2:1]([C:3]1[O:4][C:5]2[CH:11]=[C:10]([C:12]([O:14][CH2:15][CH3:16])=[O:13])[CH:9]=[C:8]([O:17][C:25]3[CH:26]=[CH:27][C:22]([S:19]([CH3:18])(=[O:21])=[O:20])=[CH:23][CH:24]=3)[C:6]=2[CH:7]=1)[CH3:2]. The yield is 0.600. (3) The reactants are [F:1][C:2]1[CH:20]=[CH:19][C:5]([CH2:6][N:7]2[CH2:12][CH2:11][N:10]([CH2:13][C:14](OCC)=[O:15])[CH2:9][CH2:8]2)=[CH:4][CH:3]=1.[NH2:21][NH2:22]. The catalyst is CCO. The product is [F:1][C:2]1[CH:20]=[CH:19][C:5]([CH2:6][N:7]2[CH2:12][CH2:11][N:10]([CH2:13][C:14]([NH:21][NH2:22])=[O:15])[CH2:9][CH2:8]2)=[CH:4][CH:3]=1. The yield is 0.911. (4) The reactants are CS[C:3]1[N:8]=[C:7]([C:9]2[CH:10]=[N:11][CH:12]=[CH:13][CH:14]=2)[CH:6]=[CH:5][N:4]=1.O[O:16][S:17]([O-:19])=O.[K+].[C:21]([O-])(O)=O.[Na+]. The catalyst is CO. The product is [CH3:21][S:17]([C:3]1[N:8]=[C:7]([C:9]2[CH:10]=[N:11][CH:12]=[CH:13][CH:14]=2)[CH:6]=[CH:5][N:4]=1)(=[O:19])=[O:16]. The yield is 0.610. (5) The reactants are C(OC[O:5][C:6]1[CH:11]=[CH:10][C:9]([O:12][CH:13](C)C)=[C:8]([O:16]COCC)[C:7]=1C)C.Cl.O. The catalyst is CO. The product is [CH3:13][O:12][C:9]1[CH:10]=[CH:11][C:6]([OH:5])=[CH:7][C:8]=1[OH:16]. The yield is 0.990. (6) The reactants are FC(F)(F)C(O)=O.[N+]([O-])([O-])=O.[K+].[CH3:13][O:14][C:15]1[C:20]2[CH2:21][CH2:22][CH2:23][CH:24]([N:26]3[CH2:31][CH2:30][O:29][CH2:28][CH2:27]3)[CH2:25][C:19]=2[CH:18]=[CH:17][C:16]=1[N+:32]([O-])=O. The catalyst is C(#N)C.C(O)C.[Pd]. The product is [CH3:13][O:14][C:15]1[C:20]2[CH2:21][CH2:22][CH2:23][CH:24]([N:26]3[CH2:31][CH2:30][O:29][CH2:28][CH2:27]3)[CH2:25][C:19]=2[CH:18]=[CH:17][C:16]=1[NH2:32]. The yield is 0.610. (7) The product is [F:19][C:2]([F:1])([F:18])[C:3]1[CH:4]=[C:5]([C:9]2[CH2:13][CH:12]([C:14]([OH:16])=[O:15])[O:11][N:10]=2)[CH:6]=[CH:7][CH:8]=1. The yield is 1.00. The reactants are [F:1][C:2]([F:19])([F:18])[C:3]1[CH:4]=[C:5]([C:9]2[CH2:13][CH:12]([C:14]([O:16]C)=[O:15])[O:11][N:10]=2)[CH:6]=[CH:7][CH:8]=1.[OH-].[Na+].Cl. The catalyst is C1COCC1.O. (8) The reactants are [CH3:1][C:2]1[N:7]=[C:6]([NH:8]C(=O)C)[CH:5]=[CH:4][C:3]=1[O:12][C:13]1[CH:18]=[CH:17][N:16]=[C:15]([C:19]2[O:23][N:22]=[C:21]([CH3:24])[CH:20]=2)[CH:14]=1.Cl.CCOC(C)=O.C([O-])(O)=O.[Na+]. The catalyst is C1COCC1.O. The product is [CH3:1][C:2]1[N:7]=[C:6]([NH2:8])[CH:5]=[CH:4][C:3]=1[O:12][C:13]1[CH:18]=[CH:17][N:16]=[C:15]([C:19]2[O:23][N:22]=[C:21]([CH3:24])[CH:20]=2)[CH:14]=1. The yield is 0.940. (9) The reactants are [C:1]([C:3]1[CH:8]=[CH:7][C:6]([NH:9][C:10](=[O:18])[CH2:11][C:12]2[CH:17]=[CH:16][CH:15]=[CH:14][CH:13]=2)=[C:5]([N+:19]([O-])=O)[CH:4]=1)#[N:2]. The catalyst is CO.[Pd]. The product is [NH2:19][C:5]1[CH:4]=[C:3]([C:1]#[N:2])[CH:8]=[CH:7][C:6]=1[NH:9][C:10](=[O:18])[CH2:11][C:12]1[CH:13]=[CH:14][CH:15]=[CH:16][CH:17]=1. The yield is 0.970.